Predict the reactants needed to synthesize the given product. From a dataset of Full USPTO retrosynthesis dataset with 1.9M reactions from patents (1976-2016). (1) Given the product [N:38]1([CH2:37][CH2:36][CH2:35][CH2:34][C:31]2[CH:32]=[N:33][C:28]([O:18][CH2:17][C:15]3[N:16]=[C:12]([CH:11]=[CH:10][C:7]4[CH:8]=[CH:9][C:4]([O:3][C:2]([F:1])([F:19])[F:20])=[CH:5][CH:6]=4)[O:13][CH:14]=3)=[N:29][CH:30]=2)[CH:42]=[CH:41][N:40]=[N:39]1, predict the reactants needed to synthesize it. The reactants are: [F:1][C:2]([F:20])([F:19])[O:3][C:4]1[CH:9]=[CH:8][C:7]([CH:10]=[CH:11][C:12]2[O:13][CH:14]=[C:15]([CH2:17][OH:18])[N:16]=2)=[CH:6][CH:5]=1.CC(C)([O-])C.[Na+].Cl[C:28]1[N:33]=[CH:32][C:31]([CH2:34][CH2:35][CH2:36][CH2:37][N:38]2[CH:42]=[CH:41][N:40]=[N:39]2)=[CH:30][N:29]=1.C(OCC)(=O)C. (2) The reactants are: C(OC([NH:8][S:9]([NH:12][C:13]1[C:14]([CH3:38])=[C:15]2[C:19](=[C:20]([NH:23][C:24](=[O:29])[C:25]([CH3:28])([CH3:27])[CH3:26])[C:21]=1[CH3:22])[N:18]([CH2:30][CH2:31][CH2:32][CH2:33][CH2:34][CH2:35][CH2:36][CH3:37])[CH2:17][CH2:16]2)(=[O:11])=[O:10])=O)(C)(C)C.[ClH:39].CC(O)C.C(OCC)C. Given the product [ClH:39].[CH3:38][C:14]1[C:13]([NH:12][S:9](=[O:10])(=[O:11])[NH2:8])=[C:21]([CH3:22])[C:20]([NH:23][C:24](=[O:29])[C:25]([CH3:26])([CH3:27])[CH3:28])=[C:19]2[C:15]=1[CH2:16][CH2:17][N:18]2[CH2:30][CH2:31][CH2:32][CH2:33][CH2:34][CH2:35][CH2:36][CH3:37], predict the reactants needed to synthesize it. (3) Given the product [Br:47][C:24]1[CH:25]=[CH:26][CH:27]=[C:3]([O:2][CH3:1])[C:4]=1[C:5]([NH:7][C@H:8]1[CH2:12][CH2:11][CH2:10][C@@H:9]1[NH:13][C:14]1[CH:19]=[N:18][C:17]([C:20]([F:23])([F:22])[F:21])=[CH:16][N:15]=1)=[O:6], predict the reactants needed to synthesize it. The reactants are: [CH3:1][O:2][C:3]1[CH:27]=[CH:26][C:25](C)=[CH:24][C:4]=1[C:5]([NH:7][C@H:8]1[CH2:12][CH2:11][CH2:10][C@@H:9]1[NH:13][C:14]1[CH:19]=[N:18][C:17]([C:20]([F:23])([F:22])[F:21])=[CH:16][N:15]=1)=[O:6].Cl.FC(F)(F)C1N=CC(N[C@H]2CCC[C@@H]2N)=NC=1.[Br:47]C1C=CC=C(OC)C=1C(O)=O.